From a dataset of Full USPTO retrosynthesis dataset with 1.9M reactions from patents (1976-2016). Predict the reactants needed to synthesize the given product. (1) Given the product [CH3:13][S:14]([N:17]1[CH2:22][CH2:21][N:20]([C:2]([Cl:1])=[O:4])[CH2:19][C@@H:18]1[CH3:23])(=[O:15])=[O:16], predict the reactants needed to synthesize it. The reactants are: [Cl:1][C:2](Cl)([O:4]C(=O)OC(Cl)(Cl)Cl)Cl.[CH3:13][S:14]([N:17]1[CH2:22][CH2:21][NH:20][CH2:19][C@@H:18]1[CH3:23])(=[O:16])=[O:15].N1C=CC=CC=1. (2) Given the product [N:13]1([CH2:19][CH2:20][CH2:21][CH2:22][CH2:23][N:24]2[CH2:25][CH2:26][N:27]([C:2]3[NH:3][C:4](=[O:12])[C:5]4[C:10]([CH:11]=3)=[CH:9][CH:8]=[CH:7][CH:6]=4)[CH2:28][CH2:29]2)[CH2:14][CH2:15][CH2:16][CH2:17][CH2:18]1, predict the reactants needed to synthesize it. The reactants are: Cl[C:2]1[NH:3][C:4](=[O:12])[C:5]2[C:10]([CH:11]=1)=[CH:9][CH:8]=[CH:7][CH:6]=2.[N:13]1([CH2:19][CH2:20][CH2:21][CH2:22][CH2:23][N:24]2[CH2:29][CH2:28][NH:27][CH2:26][CH2:25]2)[CH2:18][CH2:17][CH2:16][CH2:15][CH2:14]1. (3) Given the product [C:10]([C:7]1[CH:8]=[CH:9][C:4]([CH2:3][NH:2][C:32](=[O:33])[C:31]2[CH:35]=[CH:36][CH:37]=[C:29]([Cl:28])[CH:30]=2)=[C:5]([NH:16][CH2:17][C:18]([OH:20])=[O:19])[CH:6]=1)(=[NH:11])[NH2:14], predict the reactants needed to synthesize it. The reactants are: Cl.[NH2:2][CH2:3][C:4]1[CH:9]=[CH:8][C:7]([C:10]2[N:14]=C(C)O[N:11]=2)=[CH:6][C:5]=1[NH:16][CH2:17][C:18]([O:20]CC1C=CC=CC=1)=[O:19].[Cl:28][C:29]1[CH:30]=[C:31]([CH:35]=[CH:36][CH:37]=1)[C:32](O)=[O:33].